From a dataset of Reaction yield outcomes from USPTO patents with 853,638 reactions. Predict the reaction yield, written as a fraction of the theoretical maximum amount of product (1.0 means a 100% yield; for example, 0.34 means a 34% yield). The reactants are [CH2:1]([O:3][C:4]([C:6]1[NH:7][C:8]2[C:13]([CH:14]=1)=[CH:12][C:11]([Cl:15])=[CH:10][C:9]=2[CH3:16])=[O:5])[CH3:2].[C:17](O[C:17]([O:19][C:20]([CH3:23])([CH3:22])[CH3:21])=[O:18])([O:19][C:20]([CH3:23])([CH3:22])[CH3:21])=[O:18].CCN(CC)CC.Cl. The catalyst is C(Cl)Cl.CN(C1C=CN=CC=1)C. The product is [CH3:2][CH2:1][O:3][C:4]([C:6]1[N:7]([C:17]([O:19][C:20]([CH3:23])([CH3:22])[CH3:21])=[O:18])[C:8]2[C:13]([CH:14]=1)=[CH:12][C:11]([Cl:15])=[CH:10][C:9]=2[CH3:16])=[O:5]. The yield is 0.970.